This data is from Catalyst prediction with 721,799 reactions and 888 catalyst types from USPTO. The task is: Predict which catalyst facilitates the given reaction. (1) Reactant: [F:1][C:2]([F:21])([F:20])[C:3]1[CH:19]=[CH:18][C:6]([O:7][C:8]2[CH:17]=[CH:16][C:11](/[C:12](/[NH2:15])=[N:13]/[OH:14])=[CH:10][CH:9]=2)=[CH:5][CH:4]=1.[F-].[CH2:23]([N+](CCCC)(CCCC)CCCC)[CH2:24]CC. The catalyst class is: 1. Product: [F:1][C:2]([F:20])([F:21])[C:3]1[CH:19]=[CH:18][C:6]([O:7][C:8]2[CH:17]=[CH:16][C:11]([C:12]3[N:15]=[C:23]([CH3:24])[O:14][N:13]=3)=[CH:10][CH:9]=2)=[CH:5][CH:4]=1. (2) Reactant: [CH3:1][C:2]1[CH:3]=[C:4]([N:10]2[C:18]3[C:13](=[C:14]([O:19]CC4C=CC=CC=4)[CH:15]=[CH:16][CH:17]=3)[CH:12]=[N:11]2)[CH:5]=[CH:6][C:7]=1[O:8]C.B(Br)(Br)Br. Product: [OH:8][C:7]1[CH:6]=[CH:5][C:4]([N:10]2[C:18]3[CH:17]=[CH:16][CH:15]=[C:14]([OH:19])[C:13]=3[CH:12]=[N:11]2)=[CH:3][C:2]=1[CH3:1]. The catalyst class is: 2. (3) Reactant: [CH3:1][O:2][C:3]1[CH:4]=[C:5]([CH2:9][CH2:10][C:11]([NH2:13])=O)[CH:6]=[CH:7][CH:8]=1. Product: [CH3:1][O:2][C:3]1[CH:4]=[C:5]([CH2:9][CH2:10][CH2:11][NH2:13])[CH:6]=[CH:7][CH:8]=1. The catalyst class is: 1. (4) Reactant: Br[C:2]1[N:3]=[CH:4][C:5]([O:31][CH3:32])=[C:6]2[C:10]([C:11](=[O:30])[C:12]([N:14]3[CH2:23][CH2:22][C:21]4[C:16](=[CH:17][CH:18]=[CH:19][C:20]=4[C:24]4[CH:29]=[CH:28][CH:27]=[CH:26][N:25]=4)[CH2:15]3)=[O:13])=[CH:9][NH:8][C:7]=12.[F:33][C:34]([F:41])([F:40])[C:35]1[CH:39]=[CH:38][NH:37][N:36]=1.CN[C@@H]1CCCC[C@@H]1NC.C(=O)([O-])[O-].[K+].[K+]. Product: [CH3:32][O:31][C:5]1[CH:4]=[N:3][C:2]([N:37]2[CH:38]=[CH:39][C:35]([C:34]([F:41])([F:40])[F:33])=[N:36]2)=[C:7]2[NH:8][CH:9]=[C:10]([C:11](=[O:30])[C:12]([N:14]3[CH2:23][CH2:22][C:21]4[C:16](=[CH:17][CH:18]=[CH:19][C:20]=4[C:24]4[CH:29]=[CH:28][CH:27]=[CH:26][N:25]=4)[CH2:15]3)=[O:13])[C:6]=12. The catalyst class is: 185. (5) Reactant: [CH3:1][O:2][C:3]1[CH:4]=[C:5]([N:11]2[CH2:16][C:15]3[CH:17]=[N:18][C:19]4[N:23]([S:24]([C:27]5[CH:32]=[CH:31][CH:30]=[CH:29][CH:28]=5)(=[O:26])=[O:25])[CH:22]=[CH:21][C:20]=4[C:14]=3[N:13]([CH3:33])[C:12]2=[O:34])[CH:6]=[C:7]([O:9][CH3:10])[CH:8]=1.C([N-]C(C)C)(C)C.[Li+].[Br:43]C(Cl)(Cl)C(Br)(Cl)Cl. Product: [Br:43][C:22]1[N:23]([S:24]([C:27]2[CH:28]=[CH:29][CH:30]=[CH:31][CH:32]=2)(=[O:26])=[O:25])[C:19]2[N:18]=[CH:17][C:15]3[CH2:16][N:11]([C:5]4[CH:6]=[C:7]([O:9][CH3:10])[CH:8]=[C:3]([O:2][CH3:1])[CH:4]=4)[C:12](=[O:34])[N:13]([CH3:33])[C:14]=3[C:20]=2[CH:21]=1. The catalyst class is: 7. (6) Reactant: C([Li])(CC)C.C1CCCCC1.[C:12]1([C:18]2[CH:36]=[CH:35][C:21]3[S:22][C:23]4[CH:28]=[CH:27][C:26]([C:29]5[CH:34]=[CH:33][CH:32]=[CH:31][CH:30]=5)=[CH:25][C:24]=4[C:20]=3[CH:19]=2)[CH:17]=[CH:16][CH:15]=[CH:14][CH:13]=1.C(O[B:41]1[O:45][C:44]([CH3:47])([CH3:46])[C:43]([CH3:49])([CH3:48])[O:42]1)(C)C. Product: [C:29]1([C:26]2[CH:27]=[C:28]([B:41]3[O:45][C:44]([CH3:47])([CH3:46])[C:43]([CH3:49])([CH3:48])[O:42]3)[C:23]3[S:22][C:21]4[CH:35]=[CH:36][C:18]([C:12]5[CH:17]=[CH:16][CH:15]=[CH:14][CH:13]=5)=[CH:19][C:20]=4[C:24]=3[CH:25]=2)[CH:30]=[CH:31][CH:32]=[CH:33][CH:34]=1. The catalyst class is: 1. (7) Reactant: [Cl:1][C:2]1[C:18]([F:19])=[CH:17][C:5]([CH2:6][NH:7][C:8]([C:10]2([C:13]([F:16])([F:15])[F:14])[CH2:12][CH2:11]2)=[O:9])=[CH:4][C:3]=1[N:20]=[C:21]=S.[Cl:23][C:24]1[C:25]([N:33]2[CH2:38][CH2:37][CH:36]([C:39]([F:42])([F:41])[F:40])[CH2:35][CH2:34]2)=[CH:26][C:27]([NH:31][CH3:32])=[C:28]([CH:30]=1)[NH2:29].CC(C)N=C=NC(C)C. Product: [Cl:1][C:2]1[C:18]([F:19])=[CH:17][C:5]([CH2:6][NH:7][C:8]([C:10]2([C:13]([F:16])([F:15])[F:14])[CH2:12][CH2:11]2)=[O:9])=[CH:4][C:3]=1[NH:20][C:21]1[N:31]([CH3:32])[C:27]2[CH:26]=[C:25]([N:33]3[CH2:38][CH2:37][CH:36]([C:39]([F:41])([F:42])[F:40])[CH2:35][CH2:34]3)[C:24]([Cl:23])=[CH:30][C:28]=2[N:29]=1. The catalyst class is: 3. (8) Product: [F:26][C:21]1[CH:22]=[CH:23][CH:24]=[CH:25][C:20]=1[C:5]1[C:6](=[O:19])[NH:7][C:8]2[C:3]([CH:4]=1)=[C:2]([C:35]1[CH:36]=[N:37][N:38]([CH2:40][O:41][CH2:42][CH2:43][Si:44]([CH3:47])([CH3:46])[CH3:45])[CH:39]=1)[N:11]=[CH:10][CH:9]=2. The catalyst class is: 752. Reactant: Cl[C:2]1[N:11]=[CH:10][CH:9]=[C:8]2[C:3]=1[CH:4]=[C:5]([C:20]1[CH:25]=[CH:24][CH:23]=[CH:22][C:21]=1[F:26])[C:6](=[O:19])[N:7]2C(OC(C)(C)C)=O.CC1(C)C(C)(C)OB([C:35]2[CH:36]=[N:37][N:38]([CH2:40][O:41][CH2:42][CH2:43][Si:44]([CH3:47])([CH3:46])[CH3:45])[CH:39]=2)O1.C([O-])([O-])=O.[Na+].[Na+].